This data is from Forward reaction prediction with 1.9M reactions from USPTO patents (1976-2016). The task is: Predict the product of the given reaction. (1) Given the reactants [H-].[H-].[H-].[H-].[Li+].[Al+3].[Cl:7][C:8]1[CH:9]=[C:10]([CH2:15][CH2:16][C:17](O)=[O:18])[CH:11]=[C:12]([Cl:14])[CH:13]=1.[OH-].[Na+].[NH4+].[Cl-], predict the reaction product. The product is: [Cl:7][C:8]1[CH:9]=[C:10]([CH2:15][CH2:16][CH2:17][OH:18])[CH:11]=[C:12]([Cl:14])[CH:13]=1. (2) Given the reactants C1(N)C(F)=C(F)C(F)=C(N)C=1F.Cl.Cl.[F:15][C:16]1[CH:17]=[C:18]([N:28]2[CH2:32][CH:31]([CH2:33][NH:34]C(C3C=CC=CC=3)C)[O:30][C:29]2=[O:43])[CH:19]=[CH:20][C:21]=1[N:22]1[CH2:27][CH2:26][O:25][CH2:24][CH2:23]1, predict the reaction product. The product is: [F:15][C:16]1[CH:17]=[C:18]([N:28]2[CH2:32][C@H:31]([CH2:33][NH2:34])[O:30][C:29]2=[O:43])[CH:19]=[CH:20][C:21]=1[N:22]1[CH2:23][CH2:24][O:25][CH2:26][CH2:27]1.[F:15][C:16]1[CH:17]=[C:18]([N:28]2[CH2:32][C@@H:31]([CH2:33][NH2:34])[O:30][C:29]2=[O:43])[CH:19]=[CH:20][C:21]=1[N:22]1[CH2:23][CH2:24][O:25][CH2:26][CH2:27]1.